From a dataset of NCI-60 drug combinations with 297,098 pairs across 59 cell lines. Regression. Given two drug SMILES strings and cell line genomic features, predict the synergy score measuring deviation from expected non-interaction effect. (1) Cell line: RXF 393. Synergy scores: CSS=19.5, Synergy_ZIP=-3.29, Synergy_Bliss=-0.585, Synergy_Loewe=-19.3, Synergy_HSA=-2.05. Drug 2: CN1C(=O)N2C=NC(=C2N=N1)C(=O)N. Drug 1: CC1OCC2C(O1)C(C(C(O2)OC3C4COC(=O)C4C(C5=CC6=C(C=C35)OCO6)C7=CC(=C(C(=C7)OC)O)OC)O)O. (2) Drug 1: CC1C(C(CC(O1)OC2CC(OC(C2O)C)OC3=CC4=CC5=C(C(=O)C(C(C5)C(C(=O)C(C(C)O)O)OC)OC6CC(C(C(O6)C)O)OC7CC(C(C(O7)C)O)OC8CC(C(C(O8)C)O)(C)O)C(=C4C(=C3C)O)O)O)O. Drug 2: C1CC(=O)NC(=O)C1N2C(=O)C3=CC=CC=C3C2=O. Cell line: SNB-19. Synergy scores: CSS=44.1, Synergy_ZIP=0.770, Synergy_Bliss=-0.0893, Synergy_Loewe=-35.6, Synergy_HSA=-1.88. (3) Drug 1: C1=CC(=C2C(=C1NCCNCCO)C(=O)C3=C(C=CC(=C3C2=O)O)O)NCCNCCO. Synergy scores: CSS=59.5, Synergy_ZIP=5.46, Synergy_Bliss=4.72, Synergy_Loewe=5.41, Synergy_HSA=8.30. Drug 2: CC1C(C(CC(O1)OC2CC(CC3=C2C(=C4C(=C3O)C(=O)C5=C(C4=O)C(=CC=C5)OC)O)(C(=O)C)O)N)O.Cl. Cell line: K-562. (4) Drug 1: CC1C(C(=O)NC(C(=O)N2CCCC2C(=O)N(CC(=O)N(C(C(=O)O1)C(C)C)C)C)C(C)C)NC(=O)C3=C4C(=C(C=C3)C)OC5=C(C(=O)C(=C(C5=N4)C(=O)NC6C(OC(=O)C(N(C(=O)CN(C(=O)C7CCCN7C(=O)C(NC6=O)C(C)C)C)C)C(C)C)C)N)C. Drug 2: CC1C(C(CC(O1)OC2CC(CC3=C2C(=C4C(=C3O)C(=O)C5=C(C4=O)C(=CC=C5)OC)O)(C(=O)CO)O)N)O.Cl. Cell line: IGROV1. Synergy scores: CSS=48.6, Synergy_ZIP=7.87, Synergy_Bliss=11.2, Synergy_Loewe=11.1, Synergy_HSA=11.6. (5) Drug 1: C1CC(=O)NC(=O)C1N2CC3=C(C2=O)C=CC=C3N. Drug 2: C1=CC(=C2C(=C1NCCNCCO)C(=O)C3=C(C=CC(=C3C2=O)O)O)NCCNCCO. Cell line: DU-145. Synergy scores: CSS=61.7, Synergy_ZIP=-4.34, Synergy_Bliss=-4.78, Synergy_Loewe=-59.3, Synergy_HSA=-2.66. (6) Drug 1: CCCCCOC(=O)NC1=NC(=O)N(C=C1F)C2C(C(C(O2)C)O)O. Drug 2: CS(=O)(=O)CCNCC1=CC=C(O1)C2=CC3=C(C=C2)N=CN=C3NC4=CC(=C(C=C4)OCC5=CC(=CC=C5)F)Cl. Cell line: SNB-19. Synergy scores: CSS=-1.21, Synergy_ZIP=1.66, Synergy_Bliss=2.33, Synergy_Loewe=-2.46, Synergy_HSA=-2.23. (7) Drug 1: C1CCC(C1)C(CC#N)N2C=C(C=N2)C3=C4C=CNC4=NC=N3. Drug 2: CC1=C(N=C(N=C1N)C(CC(=O)N)NCC(C(=O)N)N)C(=O)NC(C(C2=CN=CN2)OC3C(C(C(C(O3)CO)O)O)OC4C(C(C(C(O4)CO)O)OC(=O)N)O)C(=O)NC(C)C(C(C)C(=O)NC(C(C)O)C(=O)NCCC5=NC(=CS5)C6=NC(=CS6)C(=O)NCCC[S+](C)C)O. Cell line: HT29. Synergy scores: CSS=-3.53, Synergy_ZIP=2.73, Synergy_Bliss=0.345, Synergy_Loewe=-3.87, Synergy_HSA=-4.75.